Predict the product of the given reaction. From a dataset of Forward reaction prediction with 1.9M reactions from USPTO patents (1976-2016). (1) Given the reactants Cl[C:2]1[CH:7]=[N:6][CH:5]=[C:4]([Cl:8])[N:3]=1.[F:9][C:10]1[CH:11]=[C:12]([CH2:16][NH2:17])[CH:13]=[CH:14][CH:15]=1, predict the reaction product. The product is: [Cl:8][C:4]1[N:3]=[C:2]([NH:17][CH2:16][C:12]2[CH:13]=[CH:14][CH:15]=[C:10]([F:9])[CH:11]=2)[CH:7]=[N:6][CH:5]=1. (2) Given the reactants [CH2:1]([N:3]1[C:8]2=[N:9][C:10](S(C)=O)=[N:11][CH:12]=[C:7]2[CH2:6][N:5]([C:16]2[CH:21]=[C:20]([O:22][CH3:23])[CH:19]=[C:18]([O:24][CH3:25])[C:17]=2[F:26])[C:4]1=[O:27])[CH3:2].[NH2:28][CH2:29][CH2:30][CH2:31][CH2:32][OH:33], predict the reaction product. The product is: [CH2:1]([N:3]1[C:8]2=[N:9][C:10]([NH:28][CH2:29][CH2:30][CH2:31][CH2:32][OH:33])=[N:11][CH:12]=[C:7]2[CH2:6][N:5]([C:16]2[CH:21]=[C:20]([O:22][CH3:23])[CH:19]=[C:18]([O:24][CH3:25])[C:17]=2[F:26])[C:4]1=[O:27])[CH3:2]. (3) Given the reactants C(O[C:4](=[C:6]([C:12]([O:14][CH2:15][CH3:16])=[O:13])[C:7](OCC)=[O:8])[CH3:5])C.Cl.[CH:18]([NH2:20])=[NH:19].[OH-].[K+].C(O)(=O)C, predict the reaction product. The product is: [OH:8][C:7]1[C:6]([C:12]([O:14][CH2:15][CH3:16])=[O:13])=[C:4]([CH3:5])[N:20]=[CH:18][N:19]=1. (4) Given the reactants [N+:1]([O-:4])(O)=[O:2].[Cl:5][C:6]1[CH:11]=[CH:10][C:9]([C:12](=[O:18])[CH2:13][CH2:14][C:15]([OH:17])=[O:16])=[CH:8][CH:7]=1, predict the reaction product. The product is: [Cl:5][C:6]1[CH:7]=[CH:8][C:9]([C:12](=[O:18])[CH2:13][CH2:14][C:15]([OH:17])=[O:16])=[CH:10][C:11]=1[N+:1]([O-:4])=[O:2]. (5) Given the reactants [O:1]1[C:5]2([CH2:10][CH2:9][NH:8][CH2:7][CH2:6]2)[O:4][CH2:3][CH2:2]1.C(N(CC)CC)C.Cl[C:19]([O:21][C:22]1[CH:27]=[CH:26][CH:25]=[CH:24][CH:23]=1)=[O:20], predict the reaction product. The product is: [O:1]1[C:5]2([CH2:10][CH2:9][N:8]([C:19]([O:21][C:22]3[CH:27]=[CH:26][CH:25]=[CH:24][CH:23]=3)=[O:20])[CH2:7][CH2:6]2)[O:4][CH2:3][CH2:2]1.